This data is from Reaction yield outcomes from USPTO patents with 853,638 reactions. The task is: Predict the reaction yield, written as a fraction of the theoretical maximum amount of product (1.0 means a 100% yield; for example, 0.34 means a 34% yield). (1) The reactants are [F:1][C:2]([F:7])([F:6])[C:3]([NH2:5])=[NH:4].Cl.[CH3:9][O:10][C:11]1[CH:16]=[CH:15][C:14]([NH:17]N)=[CH:13][CH:12]=1.C(N(CC)CC)C. The catalyst is CO. The product is [F:1][C:2]([F:7])([F:6])[C:3](=[N:5][NH:17][C:14]1[CH:15]=[CH:16][C:11]([O:10][CH3:9])=[CH:12][CH:13]=1)[NH2:4]. The yield is 1.08. (2) The reactants are C(OC(=O)[NH:10][C@@H:11]1[CH2:17][CH2:16][CH2:15][N:14]([C:18]2[N:19]([CH3:40])[N:20]=[CH:21][C:22]=2[NH:23][C:24]([C:26]2[N:27]=[C:28](Br)[S:29][C:30]=2[NH:31]C(OC(C)(C)C)=O)=[O:25])[CH2:13][CH2:12]1)C1C=CC=CC=1.[F:42][C:43]1[CH:48]=[C:47]([CH3:49])[CH:46]=[CH:45][C:44]=1B(O)O. No catalyst specified. The product is [NH2:31][C:30]1[S:29][C:28]([C:44]2[CH:45]=[CH:46][C:47]([CH3:49])=[CH:48][C:43]=2[F:42])=[N:27][C:26]=1[C:24]([NH:23][C:22]1[CH:21]=[N:20][N:19]([CH3:40])[C:18]=1[N:14]1[CH2:15][CH2:16][CH2:17][C@@H:11]([NH2:10])[CH2:12][CH2:13]1)=[O:25]. The yield is 0.205. (3) The reactants are C(OC(N1CC(=C)CC1C1NC(C2C=CC(C3C=CC4C(=CC=C(C5NC(C6CCCN6C(=O)C(NC(OC)=O)C(C)C)=NC=5)C=4)C=3)=CC=2)=CN=1)=O)(C)(C)C.[C:56]([O:60][C:61]([N:63]1[CH2:67][CH2:66][CH2:65][CH:64]1[C:68]1[NH:69][C:70]([C:73]2[CH:82]=[CH:81][C:80]3[C:75](=[CH:76][CH:77]=[C:78](Br)[CH:79]=3)[CH:74]=2)=[CH:71][N:72]=1)=[O:62])([CH3:59])([CH3:58])[CH3:57].[CH3:84][O:85][C:86](=[O:121])[NH:87][CH:88]([C:92]([N:94]1[CH:99]([C:100]2[NH:101][C:102]([C:105]3[CH:110]=[CH:109][C:108](B4OC(C)(C)C(C)(C)O4)=[CH:107][CH:106]=3)=[CH:103][N:104]=2)[CH:98]2[CH2:120][CH:95]1[CH2:96][CH2:97]2)=[O:93])[CH:89]([CH3:91])[CH3:90]. No catalyst specified. The product is [C:56]([O:60][C:61]([N:63]1[CH2:67][CH2:66][CH2:65][CH:64]1[C:68]1[NH:69][C:70]([C:73]2[CH:82]=[CH:81][C:80]3[C:75](=[CH:76][CH:77]=[C:78]([C:108]4[CH:107]=[CH:106][C:105]([C:102]5[NH:101][C:100]([CH:99]6[CH:98]7[CH2:120][CH:95]([CH2:96][CH2:97]7)[N:94]6[C:92](=[O:93])[CH:88]([NH:87][C:86]([O:85][CH3:84])=[O:121])[CH:89]([CH3:91])[CH3:90])=[N:104][CH:103]=5)=[CH:110][CH:109]=4)[CH:79]=3)[CH:74]=2)=[CH:71][N:72]=1)=[O:62])([CH3:59])([CH3:58])[CH3:57]. The yield is 0.730. (4) The reactants are [Cl:1][C:2]1[CH:3]=[C:4]([C:9]2[CH:14]=[CH:13][CH:12]=[C:11]([CH:15]([C:30]3([OH:36])[CH2:35][CH2:34][CH2:33][CH2:32][CH2:31]3)[CH2:16][N:17]3[CH2:22][CH2:21][N:20](C(OC(C)(C)C)=O)[CH2:19][CH2:18]3)[CH:10]=2)[CH:5]=[CH:6][C:7]=1[Cl:8].[ClH:37].CO. The catalyst is C(OCC)C. The product is [ClH:1].[ClH:37].[Cl:1][C:2]1[CH:3]=[C:4]([C:9]2[CH:14]=[CH:13][CH:12]=[C:11]([CH:15]([C:30]3([OH:36])[CH2:31][CH2:32][CH2:33][CH2:34][CH2:35]3)[CH2:16][N:17]3[CH2:22][CH2:21][NH:20][CH2:19][CH2:18]3)[CH:10]=2)[CH:5]=[CH:6][C:7]=1[Cl:8]. The yield is 0.810. (5) The reactants are [I:1]I.Br[C:4]1[S:8][C:7]([NH:9][C:10](=[O:17])[C:11]2[CH:16]=[CH:15][CH:14]=[CH:13][CH:12]=2)=[N:6][C:5]=1[C:18]1[O:19][CH:20]=[CH:21][CH:22]=1. No catalyst specified. The product is [O:19]1[CH:20]=[CH:21][CH:22]=[C:18]1[C:5]1[N:6]=[C:7]([NH:9][C:10](=[O:17])[C:11]2[CH:16]=[CH:15][CH:14]=[CH:13][CH:12]=2)[S:8][C:4]=1[I:1]. The yield is 0.560. (6) The reactants are Cl[C:2]1[NH:3][C:4](=[O:14])[C:5]2[CH:10]=[CH:9][N:8]([CH:11]3[CH2:13][CH2:12]3)[C:6]=2[N:7]=1.[F:15][C:16]([F:27])([F:26])[C:17]1[CH:22]=[CH:21][C:20](B(O)O)=[CH:19][CH:18]=1.C(=O)([O-])[O-].[Na+].[Na+]. The catalyst is C(O)C.C(Cl)Cl.C1C=CC([P]([Pd]([P](C2C=CC=CC=2)(C2C=CC=CC=2)C2C=CC=CC=2)([P](C2C=CC=CC=2)(C2C=CC=CC=2)C2C=CC=CC=2)[P](C2C=CC=CC=2)(C2C=CC=CC=2)C2C=CC=CC=2)(C2C=CC=CC=2)C2C=CC=CC=2)=CC=1. The product is [CH:11]1([N:8]2[C:6]3[N:7]=[C:2]([C:20]4[CH:21]=[CH:22][C:17]([C:16]([F:27])([F:26])[F:15])=[CH:18][CH:19]=4)[NH:3][C:4](=[O:14])[C:5]=3[CH:10]=[CH:9]2)[CH2:13][CH2:12]1. The yield is 0.559. (7) The reactants are Cl[CH:2]([C:14]1[CH:19]=[CH:18][CH:17]=[CH:16][CH:15]=1)[C:3]([C:5]1[C:13]2[C:8](=[CH:9][CH:10]=[CH:11][CH:12]=2)[NH:7][CH:6]=1)=[O:4].[O:20]1[CH:24]=[CH:23][CH:22]=[C:21]1[CH2:25][NH2:26].CCN(C(C)C)C(C)C. The catalyst is C(#N)C. The product is [O:20]1[CH:24]=[CH:23][CH:22]=[C:21]1[CH2:25][NH:26][CH:2]([C:14]1[CH:19]=[CH:18][CH:17]=[CH:16][CH:15]=1)[C:3]([C:5]1[C:13]2[C:8](=[CH:9][CH:10]=[CH:11][CH:12]=2)[NH:7][CH:6]=1)=[O:4]. The yield is 0.320. (8) The reactants are [C:1]([O:5][C@@H:6]([C:12]1[C:40]([CH3:41])=[N:39][C:38]2=[CH:42][C:35]3=[N:36][N:37]2[C:13]=1[N:14]1[CH2:45][CH2:44][C:17]([CH3:46])([O:18][CH2:19][CH:20]=[CH:21][CH2:22][O:23][C:24]2[CH:25]=[CH:26][CH:27]=[CH:28][C:29]=2[CH2:30][C:31]2[S:43][C:34]3=[N:33][CH:32]=2)[CH2:16][CH2:15]1)[C:7]([O:9]CC)=[O:8])([CH3:4])([CH3:3])[CH3:2].[OH-].[Na+]. The catalyst is CO. The product is [C:1]([O:5][C@@H:6]([C:12]1[C:40]([CH3:41])=[N:39][C:38]2=[CH:42][C:35]3=[N:36][N:37]2[C:13]=1[N:14]1[CH2:15][CH2:16][C:17]([CH3:46])([O:18][CH2:19][CH:20]=[CH:21][CH2:22][O:23][C:24]2[CH:25]=[CH:26][CH:27]=[CH:28][C:29]=2[CH2:30][C:31]2[S:43][C:34]3=[N:33][CH:32]=2)[CH2:44][CH2:45]1)[C:7]([OH:9])=[O:8])([CH3:4])([CH3:2])[CH3:3]. The yield is 0.627.